Dataset: Full USPTO retrosynthesis dataset with 1.9M reactions from patents (1976-2016). Task: Predict the reactants needed to synthesize the given product. (1) Given the product [C:17]1([N:23]2[C:27]([NH:28][C:29]([NH:16][CH:7]([C:1]3[CH:6]=[CH:5][CH:4]=[CH:3][CH:2]=3)[CH2:8][C:9]3[CH:14]=[CH:13][CH:12]=[CH:11][C:10]=3[CH3:15])=[O:30])=[C:26]3[CH2:38][CH2:39][CH2:40][C:25]3=[N:24]2)[CH:18]=[CH:19][CH:20]=[CH:21][CH:22]=1, predict the reactants needed to synthesize it. The reactants are: [C:1]1([CH:7]([NH2:16])[CH2:8][C:9]2[CH:14]=[CH:13][CH:12]=[CH:11][C:10]=2[CH3:15])[CH:6]=[CH:5][CH:4]=[CH:3][CH:2]=1.[C:17]1([N:23]2[C:27]([NH:28][C:29](=O)[O:30]C3C=CC=CC=3)=[C:26]3[CH2:38][CH2:39][CH2:40][C:25]3=[N:24]2)[CH:22]=[CH:21][CH:20]=[CH:19][CH:18]=1.CCN(C(C)C)C(C)C. (2) Given the product [Br:1][C:2]1[C:10]2[C:9]([Cl:11])=[N:8][CH:7]=[N:6][C:5]=2[S:4][C:3]=1[C:12]1[O:13][C:14]([Cl:24])=[CH:15][CH:16]=1, predict the reactants needed to synthesize it. The reactants are: [Br:1][C:2]1[C:10]2[C:9]([Cl:11])=[N:8][CH:7]=[N:6][C:5]=2[S:4][C:3]=1[C:12]1[O:13][CH:14]=[CH:15][CH:16]=1.C1C(=O)N([Cl:24])C(=O)C1.C(O)(C(F)(F)F)=O. (3) Given the product [Br:12][C:13]1[CH:18]=[CH:17][CH:16]=[C:15]([O:10][CH2:9][C@@H:7]2[CH2:6][O:5][C:4]([CH3:11])([CH3:3])[O:8]2)[N:14]=1, predict the reactants needed to synthesize it. The reactants are: [H-].[Na+].[CH3:3][C:4]1([CH3:11])[O:8][C@H:7]([CH2:9][OH:10])[CH2:6][O:5]1.[Br:12][C:13]1[CH:18]=[CH:17][CH:16]=[C:15](Br)[N:14]=1. (4) Given the product [C:29]([C:26]1([C:22]2[CH:21]=[C:20]([CH:25]=[CH:24][CH:23]=2)[C:19]([NH:18][C:14]2[CH:15]=[CH:16][CH:17]=[C:12]([O:11][C:9]3[CH:8]=[CH:7][C:5]4[N:6]=[C:2]([NH:1][C:36](=[O:35])[CH2:37][OH:38])[S:3][C:4]=4[CH:10]=3)[CH:13]=2)=[O:31])[CH2:27][CH2:28]1)#[N:30], predict the reactants needed to synthesize it. The reactants are: [NH2:1][C:2]1[S:3][C:4]2[CH:10]=[C:9]([O:11][C:12]3[CH:13]=[C:14]([NH:18][C:19](=[O:31])[C:20]4[CH:25]=[CH:24][CH:23]=[C:22]([C:26]5([C:29]#[N:30])[CH2:28][CH2:27]5)[CH:21]=4)[CH:15]=[CH:16][CH:17]=3)[CH:8]=[CH:7][C:5]=2[N:6]=1.C([O:35][CH2:36][C:37](Cl)=[O:38])(=O)C. (5) The reactants are: Br[C:2]1[S:27][C:5]2[N:6]=[CH:7][N:8]=[C:9]([NH:10][C:11]3[CH:16]=[CH:15][C:14]([O:17][CH2:18][C:19]4[CH:24]=[CH:23][CH:22]=[C:21]([F:25])[CH:20]=4)=[C:13]([Cl:26])[CH:12]=3)[C:4]=2[CH:3]=1.[C:28]([N:35]1[CH:39]=[CH:38]N=C1)([N:30]1[CH:34]=[CH:33]N=C1)=[O:29].NC[CH2:42][S:43](C)(=[O:45])=[O:44].O.[CH3:48]N(C)C=O. Given the product [Cl:26][C:13]1[CH:12]=[C:11]([NH:10][C:9]2[C:4]3[CH:3]=[C:2]([C:48]#[C:38][CH2:39][NH:35][C:28]([NH:30][CH2:34][CH2:33][S:43]([CH3:42])(=[O:45])=[O:44])=[O:29])[S:27][C:5]=3[N:6]=[CH:7][N:8]=2)[CH:16]=[CH:15][C:14]=1[O:17][CH2:18][C:19]1[CH:24]=[CH:23][CH:22]=[C:21]([F:25])[CH:20]=1, predict the reactants needed to synthesize it. (6) Given the product [C:1]([C:3]1[CH:4]=[CH:5][C:6]([OH:9])=[C:7]([CH:8]=1)[CH:10]=[O:25])#[N:2], predict the reactants needed to synthesize it. The reactants are: [C:1]([C:3]1[CH:8]=[CH:7][C:6]([OH:9])=[CH:5][CH:4]=1)#[N:2].[CH2:10]1N2CN3CN(C2)CN1C3.S(=O)(=O)(O)O.[OH2:25]. (7) Given the product [CH2:28]([N:17]([CH2:15][CH3:16])[C:18]1[CH:19]=[C:20]([C:21]2[O:1][N:2]=[C:3]([C:5]3[CH:6]=[CH:7][C:8]([CH2:11][C:12]([OH:14])=[O:13])=[CH:9][CH:10]=3)[N:4]=2)[CH:24]=[C:25]([CH3:27])[N:26]=1)[CH3:29], predict the reactants needed to synthesize it. The reactants are: [OH:1][NH:2][C:3]([C:5]1[CH:10]=[CH:9][C:8]([CH2:11][C:12]([OH:14])=[O:13])=[CH:7][CH:6]=1)=[NH:4].[CH2:15]([N:17]([CH2:28][CH3:29])[C:18]1[CH:19]=[C:20]([CH:24]=[C:25]([CH3:27])[N:26]=1)[C:21](O)=O)[CH3:16]. (8) Given the product [F:23][C:20]1[CH:21]=[CH:22][C:17]([C:9]2[C:10]([C:11]3[CH:16]=[CH:15][N:14]=[CH:13][CH:12]=3)=[C:6]3[CH:5]=[CH:4][CH:3]=[C:2]([NH:25][CH3:24])[N:7]3[N:8]=2)=[CH:18][CH:19]=1, predict the reactants needed to synthesize it. The reactants are: Cl[C:2]1[N:7]2[N:8]=[C:9]([C:17]3[CH:22]=[CH:21][C:20]([F:23])=[CH:19][CH:18]=3)[C:10]([C:11]3[CH:16]=[CH:15][N:14]=[CH:13][CH:12]=3)=[C:6]2[CH:5]=[CH:4][CH:3]=1.[CH3:24][NH2:25]. (9) Given the product [Cl:1][C:2]1[C:3]([F:9])=[C:4]([C:31]#[C:30][CH2:29][OH:32])[CH:5]=[CH:6][CH:7]=1, predict the reactants needed to synthesize it. The reactants are: [Cl:1][C:2]1[C:3]([F:9])=[C:4](I)[CH:5]=[CH:6][CH:7]=1.C1(P(C2C=CC=CC=2)C2C=CC=CC=2)C=CC=CC=1.[CH2:29]([OH:32])[C:30]#[CH:31].C(N(C(C)C)CC)(C)C. (10) Given the product [CH2:1]([O:8][C:9]1[C:14]([CH:15]=[O:16])=[CH:13][CH:12]=[C:11]([F:38])[C:10]=1[C:18]1[CH:23]=[CH:22][CH:21]=[CH:20][C:19]=1[Cl:24])[C:2]1[CH:7]=[CH:6][CH:5]=[CH:4][CH:3]=1, predict the reactants needed to synthesize it. The reactants are: [CH2:1]([O:8][C:9]1[C:14]([CH:15]=[O:16])=[CH:13][CH:12]=[C:11](Cl)[C:10]=1[C:18]1[CH:23]=[CH:22][CH:21]=[CH:20][C:19]=1[Cl:24])[C:2]1[CH:7]=[CH:6][CH:5]=[CH:4][CH:3]=1.ClC1C=CC=CC=1C1C(O)=C(C=CC)C=CC=1[F:38].